This data is from Catalyst prediction with 721,799 reactions and 888 catalyst types from USPTO. The task is: Predict which catalyst facilitates the given reaction. (1) Reactant: [Br:1]N1C(=O)CCC1=O.[F:9][C:10]1[CH:11]=[CH:12][C:13]([OH:18])=[C:14]([CH:17]=1)[CH:15]=[O:16]. Product: [Br:1][C:12]1[C:13]([OH:18])=[C:14]([CH:17]=[C:10]([F:9])[CH:11]=1)[CH:15]=[O:16]. The catalyst class is: 39. (2) Reactant: [Br:1][C:2]1[CH:3]=[C:4]([NH:8]N=C2CCCNC2=O)[CH:5]=[CH:6][CH:7]=1.[C:17](=[O:20])([O-])[O-].[Na+].[Na+]. Product: [Br:1][C:2]1[CH:3]=[C:4]2[C:5]([C:2]3[CH2:3][CH2:4][NH:8][C:17](=[O:20])[C:7]=3[NH:8]2)=[CH:6][CH:7]=1. The catalyst class is: 106. (3) Reactant: [CH3:1][C:2]1([CH3:30])[CH2:10][C:9]2[N:8]([C:11]3[CH:18]=[CH:17][C:14]([C:15]#[N:16])=[C:13]([NH:19][CH:20]4[CH2:25][CH2:24][O:23][CH2:22][CH2:21]4)[CH:12]=3)[N:7]=[C:6]([CH:26]([F:28])[F:27])[C:5]=2[C:4](=[O:29])[CH2:3]1.C([OH:33])C.CS(C)=O.[OH-].[Na+].OO. Product: [CH3:1][C:2]1([CH3:30])[CH2:10][C:9]2[N:8]([C:11]3[CH:18]=[CH:17][C:14]([C:15]([NH2:16])=[O:33])=[C:13]([NH:19][CH:20]4[CH2:21][CH2:22][O:23][CH2:24][CH2:25]4)[CH:12]=3)[N:7]=[C:6]([CH:26]([F:27])[F:28])[C:5]=2[C:4](=[O:29])[CH2:3]1. The catalyst class is: 6. (4) Reactant: Cl[CH2:2][CH2:3][O:4][C:5](=[O:12])[NH:6][C:7]([CH3:11])([C:9]#[CH:10])[CH3:8].[H-].[Na+]. Product: [CH3:8][C:7]([N:6]1[CH2:2][CH2:3][O:4][C:5]1=[O:12])([C:9]#[CH:10])[CH3:11]. The catalyst class is: 1. (5) Reactant: [C:1]([C:4]1[CH:5]=[C:6]([CH:30]=[CH:31][CH:32]=1)[CH2:7][C@H:8]1[CH2:13][C@H:12]2[C@H:14]3[C@H:23]([CH2:24][CH2:25][C@:10]2([CH3:11])[C@H:9]1[OH:29])[C:22]1[CH:21]=[CH:20][C:19]([C:26]([OH:28])=[O:27])=[CH:18][C:17]=1[CH2:16][CH2:15]3)(=[O:3])[NH2:2].F[P-](F)(F)(F)(F)F.N1(O[P+](N(C)C)(N(C)C)N(C)C)C2C=CC=CC=2N=N1.CCN(C(C)C)C(C)C.O. Product: [C:1]([C:4]1[CH:5]=[C:6]([CH:30]=[CH:31][CH:32]=1)/[CH:7]=[C:8]1/[C@H:9]([OH:29])[C@:10]2([CH2:25][CH2:24][C@H:23]3[C@@H:14]([CH2:15][CH2:16][C:17]4[CH:18]=[C:19]([C:26]([OH:28])=[O:27])[CH:20]=[CH:21][C:22]=43)[C@@H:12]2[CH2:13]/1)[CH3:11])(=[O:3])[NH2:2]. The catalyst class is: 3. (6) Reactant: [BH4-].[Na+].C(C(CCCC)C(O)=O)C.[F:13][CH:14]1[C:19](O)(O)[CH2:18][CH2:17][N:16]([C:22]([O:24][C:25]([CH3:28])([CH3:27])[CH3:26])=[O:23])[CH2:15]1.[CH2:29]([NH2:36])[C:30]1[CH:35]=[CH:34][CH:33]=[CH:32][CH:31]=1.[H-]. Product: [CH2:29]([NH:36][CH:19]1[CH2:18][CH2:17][N:16]([C:22]([O:24][C:25]([CH3:28])([CH3:27])[CH3:26])=[O:23])[CH2:15][CH:14]1[F:13])[C:30]1[CH:35]=[CH:34][CH:33]=[CH:32][CH:31]=1. The catalyst class is: 325. (7) Reactant: Br[C:2]1[S:3][CH:4]=[CH:5][C:6]=1[CH3:7].[CH:8]([C:10]1[CH:15]=[CH:14][C:13](B(O)O)=[CH:12][CH:11]=1)=[O:9].C([O-])([O-])=O.[Na+].[Na+]. Product: [CH3:7][C:6]1[CH:5]=[CH:4][S:3][C:2]=1[C:13]1[CH:14]=[CH:15][C:10]([CH:8]=[O:9])=[CH:11][CH:12]=1. The catalyst class is: 73.